This data is from NCI-60 drug combinations with 297,098 pairs across 59 cell lines. The task is: Regression. Given two drug SMILES strings and cell line genomic features, predict the synergy score measuring deviation from expected non-interaction effect. Drug 1: C1C(C(OC1N2C=C(C(=O)NC2=O)F)CO)O. Drug 2: CN(C(=O)NC(C=O)C(C(C(CO)O)O)O)N=O. Cell line: ACHN. Synergy scores: CSS=17.8, Synergy_ZIP=-1.05, Synergy_Bliss=-2.63, Synergy_Loewe=-24.3, Synergy_HSA=-2.25.